Dataset: Forward reaction prediction with 1.9M reactions from USPTO patents (1976-2016). Task: Predict the product of the given reaction. (1) Given the reactants O[C:2]1[CH:3]=[C:4]([CH:7]=[CH:8][C:9]=1[O:10][CH3:11])[CH:5]=[O:6].[OH:12][C@H:13]1[CH2:17][CH2:16][O:15][CH2:14]1.C1(P(C2C=CC=CC=2)C2C=CC=CC=2)C=CC=CC=1.N(C(OC(C)C)=O)=NC(OC(C)C)=O, predict the reaction product. The product is: [CH3:11][O:10][C:9]1[CH:8]=[CH:7][C:4]([CH:5]=[O:6])=[C:3]([O:12][C@@H:13]2[CH2:17][CH2:16][O:15][CH2:14]2)[CH:2]=1. (2) Given the reactants [CH3:1][C:2]1[CH:12]=[CH:11][C:10]([CH3:13])=[CH:9][C:3]=1[C:4]([CH2:6][C:7]#[N:8])=[O:5].C(O[C:17]([O:24][CH2:25][CH3:26])(OCC)OCC)C.C(OC(=O)C)(=O)C.[Cl:34][C:35]1[CH:40]=[C:39]([C:41]([F:44])([F:43])[F:42])[CH:38]=[C:37]([Cl:45])[C:36]=1[NH:46][NH2:47].C(N(CC)CC)C, predict the reaction product. The product is: [NH2:8][C:7]1[N:46]([C:36]2[C:37]([Cl:45])=[CH:38][C:39]([C:41]([F:42])([F:43])[F:44])=[CH:40][C:35]=2[Cl:34])[N:47]=[C:17]([O:24][CH2:25][CH3:26])[C:6]=1[C:4](=[O:5])[C:3]1[CH:9]=[C:10]([CH3:13])[CH:11]=[CH:12][C:2]=1[CH3:1]. (3) Given the reactants COC1C=CC(C[O:10][C:11]2[N:16]=[CH:15][C:14]([O:17][CH2:18][CH2:19][N:20]([CH2:33][C:34]([F:37])([F:36])[F:35])[C:21]3[CH:28]=[CH:27][C:24]([C:25]#[N:26])=[C:23]([C:29]([F:32])([F:31])[F:30])[CH:22]=3)=[CH:13][CH:12]=2)=CC=1, predict the reaction product. The product is: [O:10]=[C:11]1[NH:16][CH:15]=[C:14]([O:17][CH2:18][CH2:19][N:20]([CH2:33][C:34]([F:37])([F:35])[F:36])[C:21]2[CH:28]=[CH:27][C:24]([C:25]#[N:26])=[C:23]([C:29]([F:30])([F:31])[F:32])[CH:22]=2)[CH:13]=[CH:12]1. (4) Given the reactants S([N:11]1[C:15]2=[N:16][CH:17]=[C:18]([NH:20][C:21]3[N:37]=[C:24]4[CH:25]=[CH:26][CH:27]=[C:28]([CH2:29][N:30]5[CH2:35][CH2:34][NH:33][C:32](=[O:36])[CH2:31]5)[N:23]4[N:22]=3)[CH:19]=[C:14]2[CH:13]=[CH:12]1)(C1C=CC(C)=CC=1)(=O)=O.C1(P(C2C=CC=CC=2)C2C3OC4C(=CC=CC=4P(C4C=CC=CC=4)C4C=CC=CC=4)C(C)(C)C=3C=CC=2)C=CC=CC=1.BrC1C=C2C=CN(S(C3C=CC(C)=CC=3)(=O)=O)C2=NC=1.C(=O)([O-])[O-].[Cs+].[Cs+], predict the reaction product. The product is: [NH:11]1[C:15]2=[N:16][CH:17]=[C:18]([NH:20][C:21]3[N:37]=[C:24]4[CH:25]=[CH:26][CH:27]=[C:28]([CH2:29][N:30]5[CH2:35][CH2:34][NH:33][C:32](=[O:36])[CH2:31]5)[N:23]4[N:22]=3)[CH:19]=[C:14]2[CH:13]=[CH:12]1. (5) Given the reactants [Cl:1][C:2]1[C:19]([F:20])=[CH:18][CH:17]=[C:16]([F:21])[C:3]=1[CH2:4][N:5]1[CH2:10][CH2:9][NH:8][C:7]2[N:11]=[CH:12][C:13](I)=[CH:14][C:6]1=2.B1([C:31]2[CH:36]=[N:35][C:34]([N:37]3[CH2:42][CH2:41][O:40][CH2:39][CH2:38]3)=[N:33][CH:32]=2)OC(C)(C)C(C)(C)O1, predict the reaction product. The product is: [Cl:1][C:2]1[C:19]([F:20])=[CH:18][CH:17]=[C:16]([F:21])[C:3]=1[CH2:4][N:5]1[CH2:10][CH2:9][NH:8][C:7]2[N:11]=[CH:12][C:13]([C:31]3[CH:32]=[N:33][C:34]([N:37]4[CH2:42][CH2:41][O:40][CH2:39][CH2:38]4)=[N:35][CH:36]=3)=[CH:14][C:6]1=2. (6) Given the reactants [C:1]([C:3]1([C:14]2[N:19]=[CH:18][CH:17]=[CH:16][N:15]=2)[CH2:8][CH:7](C(OC)=O)[C:6](=[O:13])[CH2:5][CH2:4]1)#[N:2].[OH-].[K+].O.C(O)(=O)CC(CC(O)=O)(C(O)=O)O, predict the reaction product. The product is: [O:13]=[C:6]1[CH2:7][CH2:8][C:3]([C:14]2[N:15]=[CH:16][CH:17]=[CH:18][N:19]=2)([C:1]#[N:2])[CH2:4][CH2:5]1. (7) The product is: [F:31][C:32]([F:43])([F:42])[C:33]1[CH:34]=[C:12]([CH2:11][CH2:10][NH:13][C:14]([C:16]2[S:17][CH:18]=[CH:19][C:20]=2[NH:21][C:22]2[CH:27]=[CH:26][N:25]=[C:24]3[NH:28][CH:29]=[CH:30][C:23]=23)=[O:15])[CH:36]=[CH:37][CH:38]=1. Given the reactants C(OC(N1[CH2:12][CH2:11][CH:10]([NH:13][C:14]([C:16]2[S:17][CH:18]=[CH:19][C:20]=2[NH:21][C:22]2[CH:27]=[CH:26][N:25]=[C:24]3[NH:28][CH:29]=[CH:30][C:23]=23)=[O:15])C1)=O)(C)(C)C.[F:31][C:32]([F:43])([F:42])[C:33]1[CH:34]=C(CCN)[CH:36]=[CH:37][CH:38]=1, predict the reaction product.